Predict which catalyst facilitates the given reaction. From a dataset of Catalyst prediction with 721,799 reactions and 888 catalyst types from USPTO. (1) Reactant: [F:1][C:2]12[CH2:7][C:5]([C:8]([O:10]C)=[O:9])([CH2:6]1)[N:4](C)[CH2:3]2.Cl. Product: [F:1][C:2]12[CH2:7][C:5]([C:8]([OH:10])=[O:9])([CH2:6]1)[NH:4][CH2:3]2. The catalyst class is: 2. (2) Reactant: [CH3:1][N:2]1[C:7](=[O:8])[CH:6]=[CH:5][N:4]=[C:3]1[NH:9][C:10]1[CH:15]=[CH:14][CH:13]=[CH:12][CH:11]=1.CO.[Br:18]Br. Product: [Br:18][C:6]1[C:7](=[O:8])[N:2]([CH3:1])[C:3]([NH:9][C:10]2[CH:15]=[CH:14][CH:13]=[CH:12][CH:11]=2)=[N:4][CH:5]=1. The catalyst class is: 22. (3) Reactant: [N+:1]([C:4]1[C:13]2[C:8](=[CH:9][CH:10]=[CH:11][CH:12]=2)[C:7]([O:14][CH2:15][CH:16]([C:18]2[CH:23]=[CH:22][N:21]=[C:20]([NH:24][C:25](=[O:31])[O:26][C:27]([CH3:30])([CH3:29])[CH3:28])[CH:19]=2)[CH3:17])=[CH:6][CH:5]=1)([O-])=O.CC(O)=O.CCOC(C)=O.[H][H]. Product: [NH2:1][C:4]1[C:13]2[C:8](=[CH:9][CH:10]=[CH:11][CH:12]=2)[C:7]([O:14][CH2:15][CH:16]([C:18]2[CH:23]=[CH:22][N:21]=[C:20]([NH:24][C:25](=[O:31])[O:26][C:27]([CH3:30])([CH3:29])[CH3:28])[CH:19]=2)[CH3:17])=[CH:6][CH:5]=1. The catalyst class is: 465. (4) Reactant: [C:1]1([CH3:7])[CH:6]=[CH:5][CH:4]=[CH:3][CH:2]=1.[CH3:8][O:9][C:10]1[CH:15]=[CH:14][CH:13]=[C:12]([NH2:16])[CH:11]=1.Cl.[C:18]1([O:24]C2C=CC=CC=2)C=CC=C[CH:19]=1. Product: [CH3:8][O:9][C:10]1[CH:11]=[C:12]2[C:13]([C:18]([OH:24])=[CH:19][C:7]([C:1]3[CH:6]=[CH:5][CH:4]=[CH:3][CH:2]=3)=[N:16]2)=[CH:14][CH:15]=1. The catalyst class is: 12. (5) Reactant: C[C:2]1[C:3]([CH:22]=O)=[N:4][C:5]2[C:10]([CH:11]=1)=[CH:9][C:8]([O:12][C@H:13]1[CH2:18][CH2:17][C@@H:16]([CH:19]([CH3:21])[CH3:20])[CH2:15][CH2:14]1)=[CH:7][CH:6]=2.[NH:24]1[CH2:27][CH:26]([CH:28]2[CH2:33][CH2:32][CH2:31][CH:30]([C:34]([O:36][CH3:37])=[O:35])[CH2:29]2)[CH2:25]1.[BH-](OC(C)=O)(OC(C)=O)OC(C)=O.[Na+].C([O-])(O)=O.[Na+]. Product: [CH:19]([C@@H:16]1[CH2:17][CH2:18][C@H:13]([O:12][C:8]2[CH:9]=[C:10]3[C:5](=[CH:6][CH:7]=2)[N:4]=[C:3]([CH2:22][N:24]2[CH2:25][CH:26]([CH:28]4[CH2:33][CH2:32][CH2:31][CH:30]([C:34]([O:36][CH3:37])=[O:35])[CH2:29]4)[CH2:27]2)[CH:2]=[CH:11]3)[CH2:14][CH2:15]1)([CH3:21])[CH3:20]. The catalyst class is: 2. (6) Reactant: [O:1]([C:8]1[CH:16]=[CH:15][C:11]2[N:12]=[CH:13][S:14][C:10]=2[CH:9]=1)[C:2]1[CH:7]=[CH:6][CH:5]=[CH:4][CH:3]=1.[C:17]([O-:20])([O-])=[O:18].[Cs+].[Cs+].[CH3:23]I.O. Product: [CH3:23][O:20][C:17]([C:13]1[S:14][C:10]2[CH:9]=[C:8]([O:1][C:2]3[CH:3]=[CH:4][CH:5]=[CH:6][CH:7]=3)[CH:16]=[CH:15][C:11]=2[N:12]=1)=[O:18]. The catalyst class is: 3.